This data is from Catalyst prediction with 721,799 reactions and 888 catalyst types from USPTO. The task is: Predict which catalyst facilitates the given reaction. Reactant: C([Li])CCC.C(NC(C)C)(C)C.[CH3:13][N:14]1[C:19]2=[CH:20][N:21]([CH2:23][O:24][CH2:25][CH2:26][Si:27]([CH3:30])([CH3:29])[CH3:28])[CH:22]=[C:18]2[C:17](=[O:31])[N:16]([CH3:32])[C:15]1=[O:33].C([O:37][B:38](OC(C)C)[O:39]C(C)C)(C)C. Product: [CH3:13][N:14]1[C:19]2=[CH:20][N:21]([CH2:23][O:24][CH2:25][CH2:26][Si:27]([CH3:28])([CH3:30])[CH3:29])[C:22]([B:38]([OH:39])[OH:37])=[C:18]2[C:17](=[O:31])[N:16]([CH3:32])[C:15]1=[O:33]. The catalyst class is: 1.